This data is from Forward reaction prediction with 1.9M reactions from USPTO patents (1976-2016). The task is: Predict the product of the given reaction. (1) Given the reactants [C:1]([O-:7])(=[O:6])[CH2:2][C:3]([O-:5])=O.[K+].[K+].[CH2:10](N(CC)CC)[CH3:11].[Cl-].[Mg+2].[Cl-].[Br:20][C:21]1[CH:22]=[C:23]([CH2:27]C(O)=O)[CH:24]=[CH:25][CH:26]=1.C(N1C=CN=C1)(N1C=CN=C1)=O, predict the reaction product. The product is: [CH2:10]([O:7][C:1](=[O:6])[CH2:2][C:3](=[O:5])[CH2:27][C:23]1[CH:24]=[CH:25][CH:26]=[C:21]([Br:20])[CH:22]=1)[CH3:11]. (2) Given the reactants P(Cl)(Cl)([Cl:3])=O.[CH3:6][O:7][CH2:8][C:9]1[CH2:10][C:11](=O)[N:12]([CH3:14])[N:13]=1.CN(C)[CH:18]=[O:19], predict the reaction product. The product is: [Cl:3][C:11]1[N:12]([CH3:14])[N:13]=[C:9]([CH2:8][O:7][CH3:6])[C:10]=1[CH:18]=[O:19]. (3) Given the reactants [F:1][C:2]1[CH:3]=[C:4]([CH:7]=[CH:8][C:9]=1[S:10]([CH3:13])(=[O:12])=[O:11])[CH:5]=O.[N+:14]([CH2:17][CH3:18])([O-:16])=[O:15].C([O-])(=O)C.[NH4+], predict the reaction product. The product is: [F:1][C:2]1[CH:3]=[C:4]([CH:5]=[C:17]([N+:14]([O-:16])=[O:15])[CH3:18])[CH:7]=[CH:8][C:9]=1[S:10]([CH3:13])(=[O:12])=[O:11].